Dataset: Kir2.1 potassium channel HTS with 301,493 compounds. Task: Binary Classification. Given a drug SMILES string, predict its activity (active/inactive) in a high-throughput screening assay against a specified biological target. The compound is Clc1ccc(c2c3n(nc2)c2CCCc2c(n3)C)cc1. The result is 0 (inactive).